This data is from Experimentally validated miRNA-target interactions with 360,000+ pairs, plus equal number of negative samples. The task is: Binary Classification. Given a miRNA mature sequence and a target amino acid sequence, predict their likelihood of interaction. (1) The miRNA is hsa-miR-4432 with sequence AAAGACUCUGCAAGAUGCCU. The protein sequence of the target gene is MRSRSNSGVRLDGYARLVHQTILCHQNPVTGLLPASYDQKDAWVRDNVYSILAVWGLGLAYRKNADRDEDKAKAYELEQSVVKLMRGLLHCMIRQVDKVESFKYSQSTKDSLHAKYNTKTCATVVGDDQWGHLQLDATSVYLLFLAQMTASGLHIIHSLDEVNFIQNLVFYIEAAYKTADFGIWERGDKTNQGISELNASSVGMAKAALEALDELDLFGVKGGPQSVIHVLADEVQHCQSILNSLLPRASTSKEVDASLLSVVSFPAFAVEDSHLVELTKQEIITKLQGRYGCCRFLRDG.... Result: 0 (no interaction). (2) The miRNA is hsa-miR-4677-5p with sequence UUGUUCUUUGGUCUUUCAGCCA. The protein sequence of the target gene is MAQEEEDVRDYNLTEEQKAIKAKYPPVNRKYEYLDHTADVQLHAWGDTLEEAFEQCAMAMFGYMTDTGTVEPLQTVEVETQGDDLQSLLFHFLDEWLYKFSADEFFIPREVKVLSIDQRNFKLRSIGWGEEFSLSKHPQGTEVKAITYSAMQVYNEENPEVFVIIDI. Result: 0 (no interaction).